Task: Predict the product of the given reaction.. Dataset: Forward reaction prediction with 1.9M reactions from USPTO patents (1976-2016) (1) Given the reactants [C:1]([O:5][C:6]([NH:8][O:9][C:10]([O:12][CH2:13][CH2:14][O:15][CH2:16][CH2:17][O:18][CH3:19])=[O:11])=[O:7])([CH3:4])([CH3:3])[CH3:2].[CH3:20][S:21]([C:24]1[CH:29]=[CH:28][CH:27]=[CH:26][C:25]=1[S:30](Cl)(=[O:32])=[O:31])(=[O:23])=[O:22], predict the reaction product. The product is: [C:1]([O:5][C:6]([N:8]([O:9][C:10]([O:12][CH2:13][CH2:14][O:15][CH2:16][CH2:17][O:18][CH3:19])=[O:11])[S:30]([C:25]1[CH:26]=[CH:27][CH:28]=[CH:29][C:24]=1[S:21]([CH3:20])(=[O:23])=[O:22])(=[O:32])=[O:31])=[O:7])([CH3:4])([CH3:3])[CH3:2]. (2) Given the reactants [F:1][C:2]1[CH:8]=[C:7](I)[C:6]([CH3:10])=[CH:5][C:3]=1[NH2:4].[NH:11]1[CH2:16][CH2:15][O:14][CH2:13][C:12]1=[O:17], predict the reaction product. The product is: [NH2:4][C:3]1[C:2]([F:1])=[CH:8][C:7]([N:11]2[CH2:16][CH2:15][O:14][CH2:13][C:12]2=[O:17])=[C:6]([CH3:10])[CH:5]=1. (3) Given the reactants [CH3:1][O:2][C:3]1[CH:4]=[CH:5][C:6]2[N:7]=[C:8]([C:17]#[N:18])[C:9]3[N:10]([CH:13]=[N:14][C:15]=3[CH3:16])[C:11]=2[N:12]=1.C1C(=O)N([Br:26])C(=O)C1, predict the reaction product. The product is: [Br:26][C:13]1[N:10]2[C:11]3[N:12]=[C:3]([O:2][CH3:1])[CH:4]=[CH:5][C:6]=3[N:7]=[C:8]([C:17]#[N:18])[C:9]2=[C:15]([CH3:16])[N:14]=1. (4) The product is: [Cl:47][CH2:48][C:49]([NH:37][NH:36][C:34]([C:32]1[CH:33]=[C:28]([C:25]2[CH:26]=[N:27][C:22]([NH:21][C:19]([NH:18][CH2:16][CH3:17])=[O:20])=[CH:23][C:24]=2[C:38]2[S:39][CH:40]=[C:41]([C:43]([F:46])([F:45])[F:44])[N:42]=2)[CH:29]=[N:30][CH:31]=1)=[O:35])=[O:50]. Given the reactants C(=NC1CCCCC1)=NC1CCCCC1.[CH2:16]([NH:18][C:19]([NH:21][C:22]1[N:27]=[CH:26][C:25]([C:28]2[CH:29]=[N:30][CH:31]=[C:32]([C:34]([NH:36][NH2:37])=[O:35])[CH:33]=2)=[C:24]([C:38]2[S:39][CH:40]=[C:41]([C:43]([F:46])([F:45])[F:44])[N:42]=2)[CH:23]=1)=[O:20])[CH3:17].[Cl:47][CH2:48][C:49]([O-])=[O:50].[Na+].CN(C(ON1N=NC2C=CC=NC1=2)=[N+](C)C)C.F[P-](F)(F)(F)(F)F.C(=O)([O-])[O-].[K+].[K+], predict the reaction product. (5) Given the reactants [F:1][C:2]1[CH:3]=[C:4]([CH2:9][C:10]([OH:12])=O)[CH:5]=[C:6]([F:8])[CH:7]=1.[NH2:13][C@H:14]([C:16]([NH:18][CH:19]1[N:25]=[C:24]([C:26]2[CH:31]=[CH:30][C:29]([F:32])=[CH:28][CH:27]=2)[C:23]2[CH:33]=[CH:34][CH:35]=[CH:36][C:22]=2[N:21]([CH3:37])[C:20]1=[O:38])=[O:17])[CH3:15], predict the reaction product. The product is: [F:8][C:6]1[CH:5]=[C:4]([CH2:9][C:10]([NH:13][C@H:14]([C:16]([NH:18][CH:19]2[N:25]=[C:24]([C:26]3[CH:31]=[CH:30][C:29]([F:32])=[CH:28][CH:27]=3)[C:23]3[CH:33]=[CH:34][CH:35]=[CH:36][C:22]=3[N:21]([CH3:37])[C:20]2=[O:38])=[O:17])[CH3:15])=[O:12])[CH:3]=[C:2]([F:1])[CH:7]=1. (6) Given the reactants [N:1]1([CH2:7][C@@H:8]2[CH2:17][C:16]3[C:11](=[CH:12][CH:13]=[CH:14][CH:15]=3)[CH2:10][NH:9]2)[CH2:6][CH2:5][O:4][CH2:3][CH2:2]1.[ClH:18].C(OCC)C, predict the reaction product. The product is: [ClH:18].[ClH:18].[N:1]1([CH2:7][C@@H:8]2[CH2:17][C:16]3[C:11](=[CH:12][CH:13]=[CH:14][CH:15]=3)[CH2:10][NH:9]2)[CH2:6][CH2:5][O:4][CH2:3][CH2:2]1. (7) Given the reactants Br[C:2]1[N:3]=[C:4]([N:21]2[CH:25]=[CH:24][CH:23]=[N:22]2)[C:5](=[O:20])[N:6]([CH2:16][CH:17]([CH3:19])[CH3:18])[C:7]=1[C:8]1[C:13]([F:14])=[CH:12][CH:11]=[CH:10][C:9]=1[F:15].[CH3:26][Al](C)C, predict the reaction product. The product is: [CH3:26][C:2]1[N:3]=[C:4]([N:21]2[CH:25]=[CH:24][CH:23]=[N:22]2)[C:5](=[O:20])[N:6]([CH2:16][CH:17]([CH3:19])[CH3:18])[C:7]=1[C:8]1[C:13]([F:14])=[CH:12][CH:11]=[CH:10][C:9]=1[F:15].